From a dataset of Forward reaction prediction with 1.9M reactions from USPTO patents (1976-2016). Predict the product of the given reaction. (1) Given the reactants [Br:1][C:2]1[CH:7]=[CH:6][C:5]([C:8]([C:10]([F:13])([F:12])[F:11])=[CH2:9])=[CH:4][CH:3]=1.C[N+]1([O-])CC[O:18]CC1.CC(C)=O.[O-]S([O-])=O.[Na+].[Na+].[OH2:32], predict the reaction product. The product is: [Br:1][C:2]1[CH:3]=[CH:4][C:5]([C:8]([OH:18])([C:10]([F:11])([F:12])[F:13])[CH2:9][OH:32])=[CH:6][CH:7]=1. (2) The product is: [CH:14]1([CH2:17][O:18][C:19]2[CH:24]=[C:23]([CH:2]([C:3]([O:5][CH2:6][CH3:7])=[O:4])[C:1]([O:9][CH2:10][CH3:11])=[O:8])[CH:22]=[CH:21][C:20]=2[N+:26]([O-:28])=[O:27])[CH2:15][CH2:16]1. Given the reactants [C:1]([O:9][CH2:10][CH3:11])(=[O:8])[CH2:2][C:3]([O:5][CH2:6][CH3:7])=[O:4].[H-].[Na+].[CH:14]1([CH2:17][O:18][C:19]2[CH:24]=[C:23](F)[CH:22]=[CH:21][C:20]=2[N+:26]([O-:28])=[O:27])[CH2:16][CH2:15]1, predict the reaction product. (3) Given the reactants [CH3:1][O:2][C:3]1[CH:59]=[CH:58][C:6]([CH2:7][O:8][C:9](=[O:57])[CH2:10][CH2:11][CH2:12][CH2:13][CH2:14][CH2:15][CH2:16][CH2:17][CH2:18][CH2:19][CH2:20][CH2:21][CH2:22][CH2:23][C:24](=[O:56])[N:25]([CH2:31][C:32]2[CH:37]=[C:36]([O:38][CH2:39][C:40]([O:42][C:43]([CH3:46])([CH3:45])[CH3:44])=[O:41])[CH:35]=[C:34]([O:47][CH2:48][C:49]([O:51][C:52]([CH3:55])([CH3:54])[CH3:53])=[O:50])[CH:33]=2)[CH2:26][CH2:27][C:28]([OH:30])=[O:29])=[CH:5][CH:4]=1.C(N(C(C)C)CC)(C)C.[B-](F)(F)(F)F.CN(C(O[N:82]1[C:87](=[O:88])[CH2:86][CH2:85][C:83]1=[O:84])=[N+](C)C)C, predict the reaction product. The product is: [CH3:1][O:2][C:3]1[CH:4]=[CH:5][C:6]([CH2:7][O:8][C:9](=[O:57])[CH2:10][CH2:11][CH2:12][CH2:13][CH2:14][CH2:15][CH2:16][CH2:17][CH2:18][CH2:19][CH2:20][CH2:21][CH2:22][CH2:23][C:24](=[O:56])[N:25]([CH2:31][C:32]2[CH:33]=[C:34]([O:47][CH2:48][C:49]([O:51][C:52]([CH3:53])([CH3:55])[CH3:54])=[O:50])[CH:35]=[C:36]([O:38][CH2:39][C:40]([O:42][C:43]([CH3:44])([CH3:45])[CH3:46])=[O:41])[CH:37]=2)[CH2:26][CH2:27][C:28]([O:30][N:82]2[C:87](=[O:88])[CH2:86][CH2:85][C:83]2=[O:84])=[O:29])=[CH:58][CH:59]=1. (4) Given the reactants [CH:1]([O:4][C:5]1[CH:9]=[C:8]([CH2:10][CH2:11][C:12](OCC)=[O:13])[N:7]([CH2:17][C:18]2[CH:23]=[CH:22][CH:21]=[CH:20][C:19]=2[CH3:24])[N:6]=1)([CH3:3])[CH3:2].[H-].C([Al+]CC(C)C)C(C)C.C(O)C.[Cl-].[NH4+], predict the reaction product. The product is: [CH:1]([O:4][C:5]1[CH:9]=[C:8]([CH2:10][CH2:11][CH2:12][OH:13])[N:7]([CH2:17][C:18]2[CH:23]=[CH:22][CH:21]=[CH:20][C:19]=2[CH3:24])[N:6]=1)([CH3:2])[CH3:3]. (5) Given the reactants CCN=C=N[CH2:6][CH2:7][CH2:8][N:9](C)C.Cl.N(C(OC(C)(C)C)=O)[C@H:14]([C:22]([OH:24])=[O:23])[CH2:15][C:16]1[CH:21]=[CH:20]C=CC=1.[Si:32]([O:39][CH2:40][CH2:41][C:42]([C:45]1[C:50]([CH3:51])=[CH:49][C:48]([CH3:52])=[CH:47][C:46]=1[C:53](=[O:63])C(C(OC(C)(C)C)=O)N)([CH3:44])[CH3:43])([C:35]([CH3:38])([CH3:37])[CH3:36])([CH3:34])[CH3:33], predict the reaction product. The product is: [Si:32]([O:39][CH2:40][CH2:41][C:42]([C:45]1[C:50]([CH3:51])=[CH:49][C:48]([CH3:52])=[CH:47][C:46]=1[C:53](=[O:63])[C@H:8]([CH2:7][C:6]1[CH:20]=[CH:21][CH:16]=[CH:15][C:14]=1[C:22]([O:24][C:35]([CH3:38])([CH3:37])[CH3:36])=[O:23])[NH2:9])([CH3:43])[CH3:44])([C:35]([CH3:38])([CH3:37])[CH3:36])([CH3:33])[CH3:34].